This data is from Forward reaction prediction with 1.9M reactions from USPTO patents (1976-2016). The task is: Predict the product of the given reaction. (1) Given the reactants [CH3:1][O:2][C:3]1[CH:12]=[C:11]2[C:6]([C:7]([CH3:15])([CH3:14])[CH2:8][CH2:9][C:10]2=O)=[CH:5][CH:4]=1.Cl.[NH2:17][OH:18].C([O-])(=O)C.[Na+].O, predict the reaction product. The product is: [CH3:1][O:2][C:3]1[CH:12]=[C:11]2[C:6]([C:7]([CH3:15])([CH3:14])[CH2:8][CH2:9][C:10]2=[N:17][OH:18])=[CH:5][CH:4]=1. (2) Given the reactants [OH:1][C:2]1[CH:3]=[C:4]([CH:7]=[CH:8][C:9]=1[N+:10]([O-:12])=[O:11])[CH:5]=[O:6].IC.[C:15]([O-])([O-])=O.[K+].[K+].O, predict the reaction product. The product is: [CH3:15][O:1][C:2]1[CH:3]=[C:4]([CH:7]=[CH:8][C:9]=1[N+:10]([O-:12])=[O:11])[CH:5]=[O:6]. (3) Given the reactants Cl.[CH3:2][C:3]([CH3:48])([CH3:47])[CH2:4][C:5]1[N:6]=[C:7]([CH2:29][C:30]([C:36]2[CH:41]=[CH:40][C:39]([N:42]3[N:46]=[CH:45][CH:44]=[N:43]3)=[CH:38][CH:37]=2)([OH:35])[C:31]([F:34])([F:33])[F:32])[N:8](C(C2C=CC=CC=2)(C2C=CC=CC=2)C2C=CC=CC=2)[CH:9]=1, predict the reaction product. The product is: [CH3:2][C:3]([CH3:48])([CH3:47])[CH2:4][C:5]1[N:6]=[C:7]([CH2:29][C:30]([C:36]2[CH:41]=[CH:40][C:39]([N:42]3[N:46]=[CH:45][CH:44]=[N:43]3)=[CH:38][CH:37]=2)([OH:35])[C:31]([F:32])([F:33])[F:34])[NH:8][CH:9]=1. (4) Given the reactants [F:1][C:2]1[CH:3]=[C:4]([CH:9]([C:11]2[C:20]([N+:21]([O-:23])=[O:22])=[C:19]3[C:14]([CH:15]=[CH:16][CH:17]=[N:18]3)=[CH:13][CH:12]=2)[OH:10])[CH:5]=[CH:6][C:7]=1[F:8], predict the reaction product. The product is: [F:1][C:2]1[CH:3]=[C:4]([C:9]([C:11]2[C:20]([N+:21]([O-:23])=[O:22])=[C:19]3[C:14]([CH:15]=[CH:16][CH:17]=[N:18]3)=[CH:13][CH:12]=2)=[O:10])[CH:5]=[CH:6][C:7]=1[F:8]. (5) Given the reactants Br[CH2:2][CH2:3][CH2:4][CH2:5][O:6][C:7]1[CH:22]=[CH:21][C:10]2[C:11]([C:14]3[CH:19]=[CH:18][C:17]([Cl:20])=[CH:16][CH:15]=3)=[N:12][S:13][C:9]=2[CH:8]=1.[CH3:23][NH:24][CH2:25][CH:26]1[CH2:28][CH2:27]1, predict the reaction product. The product is: [Cl:20][C:17]1[CH:18]=[CH:19][C:14]([C:11]2[C:10]3[CH:21]=[CH:22][C:7]([O:6][CH2:5][CH2:4][CH2:3][CH2:2][N:24]([CH2:25][CH:26]4[CH2:28][CH2:27]4)[CH3:23])=[CH:8][C:9]=3[S:13][N:12]=2)=[CH:15][CH:16]=1. (6) The product is: [NH3:7].[Cl:1][C:2]1[CH:3]=[C:4]2[C:8](=[CH:9][CH:10]=1)[NH:7][C:6]([C:11]([N:15]1[CH2:16][C@@H:17]3[C@@H:18]([CH2:19][NH:20][CH2:21]3)[CH2:14]1)=[O:13])=[CH:5]2. Given the reactants [Cl:1][C:2]1[CH:3]=[C:4]2[C:8](=[CH:9][CH:10]=1)[NH:7][C:6]([C:11]([OH:13])=O)=[CH:5]2.[CH2:14]1[C@@H:18]2[CH2:19][NH:20][CH2:21][C@@H:17]2[CH2:16][N:15]1C(OC(C)(C)C)=O, predict the reaction product.